Task: Predict the product of the given reaction.. Dataset: Forward reaction prediction with 1.9M reactions from USPTO patents (1976-2016) (1) Given the reactants [O:1]1CCO[CH:2]1[C:6]1[CH:11]=[CH:10][C:9]([C:12]2[CH:17]=[CH:16][CH:15]=[C:14]([CH2:18][N:19]([CH2:28][CH3:29])[C:20](=[O:27])[C:21]3[CH:26]=[CH:25][CH:24]=[CH:23][CH:22]=3)[CH:13]=2)=[CH:8][CH:7]=1.CO, predict the reaction product. The product is: [CH2:28]([N:19]([CH2:18][C:14]1[CH:13]=[C:12]([C:9]2[CH:8]=[CH:7][C:6]([CH:2]=[O:1])=[CH:11][CH:10]=2)[CH:17]=[CH:16][CH:15]=1)[C:20](=[O:27])[C:21]1[CH:22]=[CH:23][CH:24]=[CH:25][CH:26]=1)[CH3:29]. (2) Given the reactants [I:1][C:2]1[C:10]2[C:5](=[CH:6][CH:7]=[CH:8][C:9]=2[N+:11]([O-:13])=[O:12])[NH:4][N:3]=1.Br[CH2:15][C:16]1[CH:21]=[CH:20][CH:19]=[C:18]([C:22]([F:25])([F:24])[F:23])[CH:17]=1.C(N=C(N(C)C)N(C)C)(C)(C)C, predict the reaction product. The product is: [I:1][C:2]1[C:10]2[C:5](=[CH:6][CH:7]=[CH:8][C:9]=2[N+:11]([O-:13])=[O:12])[N:4]([CH2:15][C:16]2[CH:21]=[CH:20][CH:19]=[C:18]([C:22]([F:23])([F:24])[F:25])[CH:17]=2)[N:3]=1. (3) The product is: [C:21]([NH:24][C:25](=[CH:30][C:19]1[CH:18]=[CH:17][C:14]([C:15]#[N:16])=[CH:13][C:12]=1[O:11][CH2:10][CH2:9][NH:8][C:6]([O:5][C:1]([CH3:4])([CH3:3])[CH3:2])=[O:7])[C:26]([O:28][CH3:29])=[O:27])(=[O:23])[CH3:22]. Given the reactants [C:1]([O:5][C:6]([NH:8][CH2:9][CH2:10][O:11][C:12]1[CH:13]=[C:14]([CH:17]=[CH:18][C:19]=1I)[C:15]#[N:16])=[O:7])([CH3:4])([CH3:3])[CH3:2].[C:21]([NH:24][C:25](=[CH2:30])[C:26]([O:28][CH3:29])=[O:27])(=[O:23])[CH3:22].CC1C=CC=CC=1P(C1C=CC=CC=1C)C1C=CC=CC=1C.C(N(CC)CC)C, predict the reaction product. (4) Given the reactants [CH2:1]([S:8][C:9]1[CH:10]=[C:11]2[C:16](=[CH:17][CH:18]=1)[CH:15]([C:19]1[CH:24]=[CH:23][C:22]([Br:25])=[CH:21][C:20]=1[O:26][CH3:27])[NH:14][CH2:13][CH2:12]2)[C:2]1[CH:7]=[CH:6][CH:5]=[CH:4][CH:3]=1.[C:28](OC(=O)C)(=[O:30])[CH3:29].C(N(CC)CC)C.CN(C1C=CC=CN=1)C, predict the reaction product. The product is: [CH2:1]([S:8][C:9]1[CH:10]=[C:11]2[C:16](=[CH:17][CH:18]=1)[CH:15]([C:19]1[CH:24]=[CH:23][C:22]([Br:25])=[CH:21][C:20]=1[O:26][CH3:27])[N:14]([C:28](=[O:30])[CH3:29])[CH2:13][CH2:12]2)[C:2]1[CH:7]=[CH:6][CH:5]=[CH:4][CH:3]=1. (5) Given the reactants [C:1]([O:6]CC)(=O)[C@H:2]([CH3:4])[OH:3].[NH2:9][C:10]1[CH:15]=[CH:14][CH:13]=[CH:12][N:11]=1, predict the reaction product. The product is: [N:11]1[CH:12]=[CH:13][CH:14]=[CH:15][C:10]=1[NH:9][C:1](=[O:6])[C@H:2]([CH3:4])[OH:3]. (6) Given the reactants Br[C:2]1[C:6]([Br:7])=[CH:5][S:4][CH:3]=1.[Li]CCCC.[Cl:13][C:14]1[CH:15]=[C:16]([CH:19]=[CH:20][CH:21]=1)[CH:17]=[O:18], predict the reaction product. The product is: [Br:7][C:6]1[C:2]([CH:17]([C:16]2[CH:19]=[CH:20][CH:21]=[C:14]([Cl:13])[CH:15]=2)[OH:18])=[CH:3][S:4][CH:5]=1. (7) Given the reactants [CH3:1][O:2][C:3]([C:5]1[S:6][C:7]([CH2:12]Br)=[CH:8][C:9]=1[C:10]#[N:11])=[O:4].O.CC[O:17]C(C)=O, predict the reaction product. The product is: [CH3:1][O:2][C:3]([C:5]1[S:6][C:7]([CH2:12][OH:17])=[CH:8][C:9]=1[C:10]#[N:11])=[O:4].